This data is from Peptide-MHC class II binding affinity with 134,281 pairs from IEDB. The task is: Regression. Given a peptide amino acid sequence and an MHC pseudo amino acid sequence, predict their binding affinity value. This is MHC class II binding data. (1) The peptide sequence is EPGHLAPTGMFVAGA. The MHC is DRB1_1302 with pseudo-sequence DRB1_1302. The binding affinity (normalized) is 0.240. (2) The peptide sequence is AKATAGTTVYGAFAA. The MHC is HLA-DPA10103-DPB10401 with pseudo-sequence HLA-DPA10103-DPB10401. The binding affinity (normalized) is 0.188. (3) The peptide sequence is WIELKESWGAVWRID. The MHC is DRB1_0701 with pseudo-sequence DRB1_0701. The binding affinity (normalized) is 0.524. (4) The peptide sequence is VHAVKPVTEEPGMAK. The MHC is HLA-DPA10103-DPB10201 with pseudo-sequence HLA-DPA10103-DPB10201. The binding affinity (normalized) is 0.0362. (5) The MHC is HLA-DQA10301-DQB10302 with pseudo-sequence HLA-DQA10301-DQB10302. The binding affinity (normalized) is 0.322. The peptide sequence is EKKYRAATQFEPLAA. (6) The peptide sequence is VKFHTQAFSAHGSGR. The MHC is DRB1_0801 with pseudo-sequence DRB1_0801. The binding affinity (normalized) is 0.306. (7) The peptide sequence is EKPMNVQSLGWNIIT. The MHC is DRB4_0103 with pseudo-sequence DRB4_0103. The binding affinity (normalized) is 0.484.